Dataset: Reaction yield outcomes from USPTO patents with 853,638 reactions. Task: Predict the reaction yield, written as a fraction of the theoretical maximum amount of product (1.0 means a 100% yield; for example, 0.34 means a 34% yield). (1) The reactants are [Cl:1][C:2]1[CH:10]=[CH:9][CH:8]=[C:7]2[C:3]=1[C:4]([C:15]([OH:17])=O)=[CH:5][N:6]2[CH:11]1[CH2:14][O:13][CH2:12]1.Cl.[NH2:19][CH2:20][C:21]1([OH:29])[CH2:28][CH2:27][CH2:26][C:23]2([CH2:25][CH2:24]2)[CH2:22]1.C(Cl)CCl.N1(O)C2C=CC=CC=2N=N1.C(N(C(C)C)C(C)C)C. The catalyst is CN(C)C=O. The product is [Cl:1][C:2]1[CH:10]=[CH:9][CH:8]=[C:7]2[C:3]=1[C:4]([C:15]([NH:19][CH2:20][C:21]1([OH:29])[CH2:28][CH2:27][CH2:26][C:23]3([CH2:25][CH2:24]3)[CH2:22]1)=[O:17])=[CH:5][N:6]2[CH:11]1[CH2:12][O:13][CH2:14]1. The yield is 0.200. (2) The reactants are [CH2:1]([N:4]1[CH:8]=[CH:7][CH:6]=[C:5]1[C:9]([OH:11])=O)[CH:2]=[CH2:3].[CH2:12]([C:14]1[CH:15]=[C:16]([CH:18]=[CH:19][CH:20]=1)[NH2:17])[CH3:13].C1N(P(Cl)(N2C(=O)OCC2)=O)C(=O)OC1.C(N(CC)CC)C.S([O-])(O)(=O)=O.[K+]. The catalyst is ClCCl. The product is [CH2:1]([N:4]1[CH:8]=[CH:7][CH:6]=[C:5]1[C:9]([NH:17][C:16]1[CH:18]=[CH:19][CH:20]=[C:14]([CH2:12][CH3:13])[CH:15]=1)=[O:11])[CH:2]=[CH2:3]. The yield is 0.500. (3) The reactants are [CH2:1]([O:3][C:4]([C:6]1[CH:7]=[C:8]([C:12]2[CH:17]=[CH:16][CH:15]=[CH:14][C:13]=2Br)[CH:9]=[CH:10][CH:11]=1)=[O:5])[CH3:2].[CH2:19]([O:26][C:27]1[CH:32]=[CH:31][C:30]([Cl:33])=[CH:29][C:28]=1B(O)O)[C:20]1[CH:25]=[CH:24][CH:23]=[CH:22][CH:21]=1.C(=O)([O-])[O-].[K+].[K+]. The catalyst is C1(C)C(CCO)=CC=CC=1.C(OCC)(=O)C.O.C1C=CC([P]([Pd]([P](C2C=CC=CC=2)(C2C=CC=CC=2)C2C=CC=CC=2)([P](C2C=CC=CC=2)(C2C=CC=CC=2)C2C=CC=CC=2)[P](C2C=CC=CC=2)(C2C=CC=CC=2)C2C=CC=CC=2)(C2C=CC=CC=2)C2C=CC=CC=2)=CC=1. The product is [CH2:1]([O:3][C:4]([C:6]1[CH:7]=[C:8]([C:12]2[C:13]([C:28]3[CH:29]=[C:30]([Cl:33])[CH:31]=[CH:32][C:27]=3[O:26][CH2:19][C:20]3[CH:21]=[CH:22][CH:23]=[CH:24][CH:25]=3)=[CH:14][CH:15]=[CH:16][CH:17]=2)[CH:9]=[CH:10][CH:11]=1)=[O:5])[CH3:2]. The yield is 0.460.